This data is from TCR-epitope binding with 47,182 pairs between 192 epitopes and 23,139 TCRs. The task is: Binary Classification. Given a T-cell receptor sequence (or CDR3 region) and an epitope sequence, predict whether binding occurs between them. (1) The epitope is FLNRFTTTL. The TCR CDR3 sequence is CASSSHDRQGASSPLHF. Result: 0 (the TCR does not bind to the epitope). (2) The epitope is PROT_97E67BCC. The TCR CDR3 sequence is CASSPQGRNEQFF. Result: 0 (the TCR does not bind to the epitope). (3) The epitope is CTELKLSDY. The TCR CDR3 sequence is CASRPNLGLYNEQFF. Result: 0 (the TCR does not bind to the epitope). (4) Result: 0 (the TCR does not bind to the epitope). The epitope is KMQRMLLEK. The TCR CDR3 sequence is CASSLDLRRTTEAFF. (5) The epitope is KLNVGDYFV. The TCR CDR3 sequence is CASSQVGPNEKLFF. Result: 0 (the TCR does not bind to the epitope). (6) The epitope is SSNVANYQK. The TCR CDR3 sequence is CATSERGGMETQYF. Result: 0 (the TCR does not bind to the epitope). (7) The TCR CDR3 sequence is CASSLMQGTDTQYF. The epitope is HSKKKCDEL. Result: 0 (the TCR does not bind to the epitope). (8) The epitope is HTTDPSFLGRY. The TCR CDR3 sequence is CASKRWEQYF. Result: 0 (the TCR does not bind to the epitope). (9) The epitope is TEILPVSMTK. The TCR CDR3 sequence is CASSLRTYTGELFF. Result: 0 (the TCR does not bind to the epitope). (10) The epitope is KPLEFGATSAAL. The TCR CDR3 sequence is CAISKDRAYEQYF. Result: 1 (the TCR binds to the epitope).